From a dataset of Forward reaction prediction with 1.9M reactions from USPTO patents (1976-2016). Predict the product of the given reaction. (1) The product is: [CH3:37][O:36][C:34](=[O:35])[C:33](=[O:38])[CH2:32][CH2:31][C@:21]1([NH:24][S:25]([C:27]([CH3:29])([CH3:28])[CH3:30])=[O:26])[CH2:22][CH2:23][N:18]([C:16]([N:15]([C@@H:13]([C:5]2[CH:4]=[C:3]([C:2]([F:55])([F:56])[F:1])[CH:8]=[C:7]([C:9]([F:10])([F:11])[F:12])[CH:6]=2)[CH3:14])[CH3:54])=[O:17])[C@@H:19]([C:46]2[CH:51]=[CH:50][C:49]([F:52])=[CH:48][C:47]=2[CH3:53])[CH2:20]1. Given the reactants [F:1][C:2]([F:56])([F:55])[C:3]1[CH:4]=[C:5]([C@H:13]([N:15]([CH3:54])[C:16]([N:18]2[CH2:23][CH2:22][C@:21]([CH2:31][CH:32]=[C:33]([O:38][Si](C(C)(C)C)(C)C)[C:34]([O:36][CH3:37])=[O:35])([NH:24][S:25]([C:27]([CH3:30])([CH3:29])[CH3:28])=[O:26])[CH2:20][C@@H:19]2[C:46]2[CH:51]=[CH:50][C:49]([F:52])=[CH:48][C:47]=2[CH3:53])=[O:17])[CH3:14])[CH:6]=[C:7]([C:9]([F:12])([F:11])[F:10])[CH:8]=1.C(O)(=O)C.[F-].[Cs+].C([O-])(O)=O.[Na+], predict the reaction product. (2) The product is: [N:12]([C:11]1[C:6]([F:5])=[C:7]([CH:20]2[CH2:24][NH:23][C:22](=[O:25])[CH2:21]2)[CH:8]=[CH:9][C:10]=1[F:19])=[N+:13]=[N-:14]. Given the reactants [N-]=[N+]=[N-].[Na+].[F:5][C:6]1[C:11]([N:12]=[N:13][N:14]2CCCC2)=[C:10]([F:19])[CH:9]=[CH:8][C:7]=1[CH:20]1[CH2:24][NH:23][C:22](=[O:25])[CH2:21]1, predict the reaction product. (3) Given the reactants [CH3:1][C:2]1[CH:7]=[C:6]([C:8]2[CH:9]=[C:10](N)[CH:11]=[C:12]([N+:14]([O-:16])=[O:15])[CH:13]=2)[CH:5]=[CH:4][N:3]=1.B(Br)(Br)Br.C(Cl)Cl.C([O-])(O)=[O:26].[Na+], predict the reaction product. The product is: [CH3:1][C:2]1[CH:7]=[C:6]([C:8]2[CH:9]=[C:10]([OH:26])[CH:11]=[C:12]([N+:14]([O-:16])=[O:15])[CH:13]=2)[CH:5]=[CH:4][N:3]=1.